From a dataset of Full USPTO retrosynthesis dataset with 1.9M reactions from patents (1976-2016). Predict the reactants needed to synthesize the given product. (1) Given the product [CH2:18]([O:20][C:21]1[CH:22]=[C:23]([CH:24]2[C:3]([C:4]3[CH:5]=[C:6]([CH:9]=[CH:10][CH:11]=3)[C:7]#[N:8])=[C:2]([C:12]3[CH:17]=[CH:16][CH:15]=[CH:14][CH:13]=3)[NH:36][C:34](=[O:35])[NH:33]2)[CH:26]=[C:27]([N+:30]([O-:32])=[O:31])[C:28]=1[OH:29])[CH3:19], predict the reactants needed to synthesize it. The reactants are: O=[C:2]([C:12]1[CH:17]=[CH:16][CH:15]=[CH:14][CH:13]=1)[CH2:3][C:4]1[CH:5]=[C:6]([CH:9]=[CH:10][CH:11]=1)[C:7]#[N:8].[CH2:18]([O:20][C:21]1[CH:22]=[C:23]([CH:26]=[C:27]([N+:30]([O-:32])=[O:31])[C:28]=1[OH:29])[CH:24]=O)[CH3:19].[NH2:33][C:34]([NH2:36])=[O:35].Cl. (2) Given the product [ClH:34].[N+:1]([C:4]1[CH:5]=[C:6]([CH:31]=[CH:32][CH:33]=1)[CH2:7][N:8]1[C:12]2[N:13]=[C:14]([NH2:30])[N:15]=[C:16]([C:17]3[CH:18]=[CH:19][NH:20][N:21]=3)[C:11]=2[N:10]=[N:9]1)([O-:3])=[O:2], predict the reactants needed to synthesize it. The reactants are: [N+:1]([C:4]1[CH:5]=[C:6]([CH:31]=[CH:32][CH:33]=1)[CH2:7][N:8]1[C:12]2[N:13]=[C:14]([NH2:30])[N:15]=[C:16]([C:17]3[N:21](COCC[Si](C)(C)C)[N:20]=[CH:19][CH:18]=3)[C:11]=2[N:10]=[N:9]1)([O-:3])=[O:2].[ClH:34]. (3) Given the product [CH3:3][C:4]1([C:9]2[S:13][C:12]([CH2:14][N:25]3[N:24]=[C:23]([N+:20]([O-:22])=[O:21])[CH:27]=[N:26]3)=[N:11][CH:10]=2)[O:5][CH2:6][CH2:7][O:8]1, predict the reactants needed to synthesize it. The reactants are: N#N.[CH3:3][C:4]1([C:9]2[S:13][C:12]([CH2:14]OS(C)(=O)=O)=[N:11][CH:10]=2)[O:8][CH2:7][CH2:6][O:5]1.[N+:20]([C:23]1[CH:27]=[N:26][NH:25][N:24]=1)([O-:22])=[O:21].CCN(C(C)C)C(C)C. (4) Given the product [F:24][C:12]([C:7]1[CH:6]=[C:5]([CH3:9])[C:4]([NH2:10])=[C:3]([O:2][CH3:1])[CH:8]=1)([C:13]([F:14])([F:15])[F:16])[C:17]([F:22])([F:23])[C:18]([F:21])([F:20])[F:19], predict the reactants needed to synthesize it. The reactants are: [CH3:1][O:2][C:3]1[CH:8]=[CH:7][CH:6]=[C:5]([CH3:9])[C:4]=1[NH2:10].I[C:12]([F:24])([C:17]([F:23])([F:22])[C:18]([F:21])([F:20])[F:19])[C:13]([F:16])([F:15])[F:14].S(S([O-])=O)([O-])=O.[Na+].[Na+].C(=O)([O-])O.[Na+].